Dataset: Full USPTO retrosynthesis dataset with 1.9M reactions from patents (1976-2016). Task: Predict the reactants needed to synthesize the given product. (1) Given the product [CH2:31]([CH:35]1[CH2:40][CH2:39][N:38]([CH2:15][CH2:16][CH2:17][N:9]2[C:10]3[C:5](=[CH:4][CH:3]=[CH:12][CH:11]=3)[CH2:6][CH2:7][C:8]2=[O:13])[CH2:37][CH2:36]1)[CH2:32][CH2:33][CH3:34], predict the reactants needed to synthesize it. The reactants are: CO[C:3]1[CH:4]=[C:5]2[C:10](=[CH:11][CH:12]=1)[NH:9][C:8](=[O:13])[CH2:7][CH2:6]2.Cl[CH2:15][CH2:16][CH2:17]I.C([O-])([O-])=O.[Cs+].[Cs+].C([O-])([O-])=O.[K+].[K+].[CH2:31]([CH:35]1[CH2:40][CH2:39][NH:38][CH2:37][CH2:36]1)[CH2:32][CH2:33][CH3:34]. (2) Given the product [CH2:45]([O:46][CH:47]1[CH2:13][CH2:12][N:11]([C:14]2[N:19]=[CH:18][C:17]([NH:20][C:21]([C:23]3[O:27][C:26]([C:28]4[CH:33]=[CH:32][CH:31]=[CH:30][CH:29]=4)=[N:25][C:24]=3[C:34]([F:37])([F:35])[F:36])=[O:22])=[CH:16][CH:15]=2)[CH2:50][CH2:48]1)[C:39]1[CH:44]=[CH:43][CH:42]=[CH:41][CH:40]=1, predict the reactants needed to synthesize it. The reactants are: C(N1[CH2:13][CH2:12][N:11]([C:14]2[N:19]=[CH:18][C:17]([NH:20][C:21]([C:23]3[O:27][C:26]([C:28]4[CH:33]=[CH:32][CH:31]=[CH:30][CH:29]=4)=[N:25][C:24]=3[C:34]([F:37])([F:36])[F:35])=[O:22])=[CH:16][CH:15]=2)CC1=O)C1C=CC=CC=1.[C:39]1([C:45]2[O:46][C:47](C(O)=O)=[C:48]([C:50](F)(F)F)N=2)[CH:44]=[CH:43][CH:42]=[CH:41][CH:40]=1.C(OC1CCN(C2N=CC(N)=CC=2)CC1)C1C=CC=CC=1.